From a dataset of NCI-60 drug combinations with 297,098 pairs across 59 cell lines. Regression. Given two drug SMILES strings and cell line genomic features, predict the synergy score measuring deviation from expected non-interaction effect. (1) Drug 1: CCC1=CC2CC(C3=C(CN(C2)C1)C4=CC=CC=C4N3)(C5=C(C=C6C(=C5)C78CCN9C7C(C=CC9)(C(C(C8N6C)(C(=O)OC)O)OC(=O)C)CC)OC)C(=O)OC.C(C(C(=O)O)O)(C(=O)O)O. Drug 2: C1=CC=C(C=C1)NC(=O)CCCCCCC(=O)NO. Cell line: UO-31. Synergy scores: CSS=7.04, Synergy_ZIP=-2.37, Synergy_Bliss=0.788, Synergy_Loewe=2.59, Synergy_HSA=2.83. (2) Drug 1: C1=CC(=CC=C1CC(C(=O)O)N)N(CCCl)CCCl.Cl. Drug 2: CCC1(CC2CC(C3=C(CCN(C2)C1)C4=CC=CC=C4N3)(C5=C(C=C6C(=C5)C78CCN9C7C(C=CC9)(C(C(C8N6C=O)(C(=O)OC)O)OC(=O)C)CC)OC)C(=O)OC)O.OS(=O)(=O)O. Cell line: HL-60(TB). Synergy scores: CSS=45.9, Synergy_ZIP=2.23, Synergy_Bliss=4.81, Synergy_Loewe=-12.5, Synergy_HSA=3.08. (3) Drug 1: C1CN1P(=S)(N2CC2)N3CC3. Drug 2: CN(CCCl)CCCl.Cl. Cell line: MALME-3M. Synergy scores: CSS=7.84, Synergy_ZIP=-4.78, Synergy_Bliss=-3.19, Synergy_Loewe=-1.92, Synergy_HSA=-1.18. (4) Drug 1: CCC(=C(C1=CC=CC=C1)C2=CC=C(C=C2)OCCN(C)C)C3=CC=CC=C3.C(C(=O)O)C(CC(=O)O)(C(=O)O)O. Drug 2: C1=NNC2=C1C(=O)NC=N2. Cell line: OVCAR-8. Synergy scores: CSS=1.11, Synergy_ZIP=5.88, Synergy_Bliss=2.17, Synergy_Loewe=-1.98, Synergy_HSA=-1.31. (5) Drug 1: CCC1=CC2CC(C3=C(CN(C2)C1)C4=CC=CC=C4N3)(C5=C(C=C6C(=C5)C78CCN9C7C(C=CC9)(C(C(C8N6C)(C(=O)OC)O)OC(=O)C)CC)OC)C(=O)OC.C(C(C(=O)O)O)(C(=O)O)O. Drug 2: CC1=C2C(C(=O)C3(C(CC4C(C3C(C(C2(C)C)(CC1OC(=O)C(C(C5=CC=CC=C5)NC(=O)OC(C)(C)C)O)O)OC(=O)C6=CC=CC=C6)(CO4)OC(=O)C)O)C)O. Cell line: PC-3. Synergy scores: CSS=30.5, Synergy_ZIP=-9.00, Synergy_Bliss=-7.19, Synergy_Loewe=-7.97, Synergy_HSA=-3.98. (6) Synergy scores: CSS=57.2, Synergy_ZIP=-2.01, Synergy_Bliss=-0.844, Synergy_Loewe=-42.8, Synergy_HSA=-2.39. Cell line: OVCAR3. Drug 1: CN(C)C1=NC(=NC(=N1)N(C)C)N(C)C. Drug 2: C1=NC2=C(N1)C(=S)N=C(N2)N. (7) Drug 1: CC(CN1CC(=O)NC(=O)C1)N2CC(=O)NC(=O)C2. Drug 2: CN(C(=O)NC(C=O)C(C(C(CO)O)O)O)N=O. Cell line: SN12C. Synergy scores: CSS=18.5, Synergy_ZIP=-7.38, Synergy_Bliss=-4.94, Synergy_Loewe=-5.81, Synergy_HSA=-3.01. (8) Drug 1: C1CC(=O)NC(=O)C1N2C(=O)C3=CC=CC=C3C2=O. Drug 2: C1C(C(OC1N2C=NC3=C2NC=NCC3O)CO)O. Cell line: OVCAR3. Synergy scores: CSS=-13.3, Synergy_ZIP=5.69, Synergy_Bliss=-2.66, Synergy_Loewe=-15.8, Synergy_HSA=-13.7.